Task: Regression. Given a peptide amino acid sequence and an MHC pseudo amino acid sequence, predict their binding affinity value. This is MHC class I binding data.. Dataset: Peptide-MHC class I binding affinity with 185,985 pairs from IEDB/IMGT (1) The MHC is HLA-A31:01 with pseudo-sequence HLA-A31:01. The binding affinity (normalized) is 0.698. The peptide sequence is SAKLRWFVER. (2) The peptide sequence is RLLRMNNEN. The MHC is HLA-B40:01 with pseudo-sequence HLA-B40:01. The binding affinity (normalized) is 0.0847. (3) The binding affinity (normalized) is 0.0847. The MHC is HLA-B18:01 with pseudo-sequence HLA-B18:01. The peptide sequence is ILMDTICGT. (4) The peptide sequence is KHFDPRLL. The MHC is Mamu-A07 with pseudo-sequence Mamu-A07. The binding affinity (normalized) is 0.405. (5) The peptide sequence is CMIRWLGGI. The MHC is HLA-B15:01 with pseudo-sequence HLA-B15:01. The binding affinity (normalized) is 0.0463.